Dataset: NCI-60 drug combinations with 297,098 pairs across 59 cell lines. Task: Regression. Given two drug SMILES strings and cell line genomic features, predict the synergy score measuring deviation from expected non-interaction effect. (1) Drug 1: CCCCCOC(=O)NC1=NC(=O)N(C=C1F)C2C(C(C(O2)C)O)O. Drug 2: C1=NC2=C(N=C(N=C2N1C3C(C(C(O3)CO)O)F)Cl)N. Cell line: HCT116. Synergy scores: CSS=17.3, Synergy_ZIP=-5.60, Synergy_Bliss=-5.29, Synergy_Loewe=-70.6, Synergy_HSA=-4.42. (2) Drug 1: CC1=C(C=C(C=C1)C(=O)NC2=CC(=CC(=C2)C(F)(F)F)N3C=C(N=C3)C)NC4=NC=CC(=N4)C5=CN=CC=C5. Drug 2: C#CCC(CC1=CN=C2C(=N1)C(=NC(=N2)N)N)C3=CC=C(C=C3)C(=O)NC(CCC(=O)O)C(=O)O. Cell line: OVCAR-4. Synergy scores: CSS=66.6, Synergy_ZIP=2.32, Synergy_Bliss=1.40, Synergy_Loewe=-26.3, Synergy_HSA=1.62. (3) Drug 1: COC1=C(C=C2C(=C1)N=CN=C2NC3=CC(=C(C=C3)F)Cl)OCCCN4CCOCC4. Drug 2: C1=CC(=CC=C1CCC2=CNC3=C2C(=O)NC(=N3)N)C(=O)NC(CCC(=O)O)C(=O)O. Cell line: K-562. Synergy scores: CSS=69.8, Synergy_ZIP=9.34, Synergy_Bliss=8.05, Synergy_Loewe=6.27, Synergy_HSA=12.0. (4) Synergy scores: CSS=46.3, Synergy_ZIP=6.37, Synergy_Bliss=4.61, Synergy_Loewe=3.01, Synergy_HSA=3.12. Drug 2: CC1CCCC2(C(O2)CC(NC(=O)CC(C(C(=O)C(C1O)C)(C)C)O)C(=CC3=CSC(=N3)C)C)C. Cell line: M14. Drug 1: CCCS(=O)(=O)NC1=C(C(=C(C=C1)F)C(=O)C2=CNC3=C2C=C(C=N3)C4=CC=C(C=C4)Cl)F. (5) Drug 1: CN1C(=O)N2C=NC(=C2N=N1)C(=O)N. Drug 2: CNC(=O)C1=NC=CC(=C1)OC2=CC=C(C=C2)NC(=O)NC3=CC(=C(C=C3)Cl)C(F)(F)F. Cell line: UACC62. Synergy scores: CSS=45.5, Synergy_ZIP=1.91, Synergy_Bliss=4.83, Synergy_Loewe=-2.30, Synergy_HSA=6.02. (6) Drug 1: C1=CC(=CC=C1C#N)C(C2=CC=C(C=C2)C#N)N3C=NC=N3. Drug 2: CC1C(C(CC(O1)OC2CC(CC3=C2C(=C4C(=C3O)C(=O)C5=C(C4=O)C(=CC=C5)OC)O)(C(=O)CO)O)N)O.Cl. Cell line: MDA-MB-435. Synergy scores: CSS=24.4, Synergy_ZIP=-2.44, Synergy_Bliss=-2.24, Synergy_Loewe=-2.55, Synergy_HSA=-1.04. (7) Drug 1: CCC1=CC2CC(C3=C(CN(C2)C1)C4=CC=CC=C4N3)(C5=C(C=C6C(=C5)C78CCN9C7C(C=CC9)(C(C(C8N6C)(C(=O)OC)O)OC(=O)C)CC)OC)C(=O)OC. Drug 2: C1CC(CCC1OC2=C(C(=CC=C2)Cl)F)(CC3=NC(=CC=C3)NC4=NC=CS4)C(=O)O. Cell line: NCIH23. Synergy scores: CSS=53.5, Synergy_ZIP=-2.68, Synergy_Bliss=-4.54, Synergy_Loewe=-3.30, Synergy_HSA=0.0681.